From a dataset of Forward reaction prediction with 1.9M reactions from USPTO patents (1976-2016). Predict the product of the given reaction. Given the reactants [O:1]1[CH:5]=[CH:4][CH:3]=[C:2]1[C:6](=[O:10])[C:7]([OH:9])=O.S(Cl)(Cl)=O.[NH2:15][C:16]1[CH:17]=[CH:18][C:19]2[C:24](=[O:25])[O:23][N:22]=[C:21]([CH3:26])[C:20]=2[CH:27]=1, predict the reaction product. The product is: [O:1]1[CH:5]=[CH:4][CH:3]=[C:2]1[C:6](=[O:10])[C:7]([NH:15][C:16]1[CH:17]=[CH:18][C:19]2[C:24](=[O:25])[O:23][N:22]=[C:21]([CH3:26])[C:20]=2[CH:27]=1)=[O:9].